The task is: Predict the product of the given reaction.. This data is from Forward reaction prediction with 1.9M reactions from USPTO patents (1976-2016). (1) Given the reactants [CH2:1]([NH:3][C:4](=[O:11])[NH:5][O:6][CH2:7][C:8]([OH:10])=O)[CH3:2].[NH2:12][C@@H:13]([CH2:37][C:38]1[CH:43]=[CH:42][C:41]([O:44][C:45]([CH3:48])([CH3:47])[CH3:46])=[CH:40][CH:39]=1)[C:14]([N:16]([C@@H:28]([CH3:36])[CH:29]([O:33][CH2:34][CH3:35])[O:30][CH2:31][CH3:32])[CH2:17][C:18]1[CH:19]=[CH:20][CH:21]=[C:22]2[C:27]=1[N:26]=[CH:25][CH:24]=[CH:23]2)=[O:15], predict the reaction product. The product is: [C:45]([O:44][C:41]1[CH:42]=[CH:43][C:38]([CH2:37][C@H:13]([NH:12][C:8](=[O:10])[CH2:7][O:6][NH:5][C:4]([NH:3][CH2:1][CH3:2])=[O:11])[C:14]([N:16]([C@@H:28]([CH3:36])[CH:29]([O:33][CH2:34][CH3:35])[O:30][CH2:31][CH3:32])[CH2:17][C:18]2[CH:19]=[CH:20][CH:21]=[C:22]3[C:27]=2[N:26]=[CH:25][CH:24]=[CH:23]3)=[O:15])=[CH:39][CH:40]=1)([CH3:48])([CH3:46])[CH3:47]. (2) Given the reactants [Cl:1][C:2]1[C:7]([F:8])=[C:6]([Cl:9])[CH:5]=[CH:4][C:3]=1[C:10]([N:12]1[CH2:17][CH2:16][NH:15][C:14](=O)[CH2:13]1)=[O:11].F[B-](F)(F)F.C([O+](CC)CC)C.[CH3:31][O:32][C:33]1[CH:38]=[CH:37][N:36]=[C:35]([C:39]([NH:41][NH2:42])=O)[CH:34]=1, predict the reaction product. The product is: [Cl:1][C:2]1[C:7]([F:8])=[C:6]([Cl:9])[CH:5]=[CH:4][C:3]=1[C:10]([N:12]1[CH2:17][CH2:16][N:15]2[C:39]([C:35]3[CH:34]=[C:33]([O:32][CH3:31])[CH:38]=[CH:37][N:36]=3)=[N:41][N:42]=[C:14]2[CH2:13]1)=[O:11]. (3) Given the reactants [C:1]1([S:11]([N:14]2[CH2:19][CH2:18][CH2:17][CH2:16][CH:15]2[CH2:20][CH2:21][CH2:22][C:23]([O:25]C)=[O:24])(=[O:13])=[O:12])[C:10]2[C:5](=[CH:6][CH:7]=[CH:8][CH:9]=2)[CH:4]=[CH:3][CH:2]=1.[OH-].[Li+], predict the reaction product. The product is: [C:1]1([S:11]([N:14]2[CH2:19][CH2:18][CH2:17][CH2:16][CH:15]2[CH2:20][CH2:21][CH2:22][C:23]([OH:25])=[O:24])(=[O:13])=[O:12])[C:10]2[C:5](=[CH:6][CH:7]=[CH:8][CH:9]=2)[CH:4]=[CH:3][CH:2]=1.